Dataset: Full USPTO retrosynthesis dataset with 1.9M reactions from patents (1976-2016). Task: Predict the reactants needed to synthesize the given product. (1) Given the product [C:1]([NH:5][C:6](=[O:21])[C:7]1[C:12]([C:13]2[CH:18]=[CH:17][CH:16]=[CH:15][C:14]=2[CH3:19])=[CH:11][C:10]([N:22]2[CH2:27][CH2:26][O:25][CH2:24][CH2:23]2)=[N:9][CH:8]=1)([CH3:4])([CH3:3])[CH3:2], predict the reactants needed to synthesize it. The reactants are: [C:1]([NH:5][C:6](=[O:21])[C:7]1[C:12]([C:13]2[CH:18]=[CH:17][CH:16]=[CH:15][C:14]=2[CH3:19])=[CH:11][C:10](Cl)=[N:9][CH:8]=1)([CH3:4])([CH3:3])[CH3:2].[NH:22]1[CH2:27][CH2:26][O:25][CH2:24][CH2:23]1.C(OCC)(=O)C.O. (2) The reactants are: [CH3:1][N:2]([CH3:18])[C:3]([C:5]1[S:6][C:7]2[N:8]=[CH:9][N:10]=[C:11](S(C)(=O)=O)[C:12]=2[N:13]=1)=[O:4].[CH2:19]([O:21][C:22]1[CH:30]=[C:29]2[C:25]([CH:26]=[N:27][NH:28]2)=[CH:24][C:23]=1[NH2:31])[CH3:20]. Given the product [CH2:19]([O:21][C:22]1[CH:30]=[C:29]2[C:25]([CH:26]=[N:27][NH:28]2)=[CH:24][C:23]=1[NH:31][C:11]1[C:12]2[N:13]=[C:5]([C:3]([N:2]([CH3:18])[CH3:1])=[O:4])[S:6][C:7]=2[N:8]=[CH:9][N:10]=1)[CH3:20], predict the reactants needed to synthesize it. (3) Given the product [F:1][C:2]1[CH:10]=[CH:9][C:8]([O:11][CH3:12])=[C:7]2[C:3]=1[CH2:4][CH2:5][C:6](=[O:13])[CH2:15]2, predict the reactants needed to synthesize it. The reactants are: [F:1][C:2]1[CH:10]=[CH:9][C:8]([O:11][CH3:12])=[C:7]2[C:3]=1[CH2:4][CH2:5][C:6]2=[O:13].F[C:15]1C=CC(OC)=C2C=1CCC2=C.[N+]([O-])([O-])=O.[Tl+3].[N+]([O-])([O-])=O.[N+]([O-])([O-])=O. (4) Given the product [C:30]([OH:37])(=[O:36])/[CH:31]=[CH:32]/[C:33]([OH:35])=[O:34].[C:1]1([C:24]2[CH:25]=[CH:26][CH:27]=[CH:28][CH:29]=2)[CH:2]=[CH:3][C:4]([CH2:7][O:8][C:9]2[CH:10]=[C:11]3[C:16](=[CH:17][CH:18]=2)[CH2:15][CH:14]([CH2:19][CH2:20][N:21]([CH3:23])[CH3:22])[CH2:13][CH2:12]3)=[CH:5][CH:6]=1, predict the reactants needed to synthesize it. The reactants are: [C:1]1([C:24]2[CH:29]=[CH:28][CH:27]=[CH:26][CH:25]=2)[CH:6]=[CH:5][C:4]([CH2:7][O:8][C:9]2[CH:10]=[C:11]3[C:16](=[CH:17][CH:18]=2)[CH2:15][CH:14]([CH2:19][CH2:20][N:21]([CH3:23])[CH3:22])[CH2:13][CH2:12]3)=[CH:3][CH:2]=1.[C:30]([OH:37])(=[O:36])/[CH:31]=[CH:32]/[C:33]([OH:35])=[O:34]. (5) Given the product [CH2:20]([O:28][C:26]([C:27]1[C:23]([OH:24])=[N:1][C:2]2[C:3]([C:12]=1[CH3:13])=[CH:4][CH:5]=[C:6]([C:8]([F:11])([F:10])[F:9])[CH:7]=2)=[O:29])[CH3:21], predict the reactants needed to synthesize it. The reactants are: [NH2:1][C:2]1[CH:7]=[C:6]([C:8]([F:11])([F:10])[F:9])[CH:5]=[CH:4][C:3]=1[C:12](=O)[CH3:13].CCN([CH2:20][CH3:21])CC.C[CH2:23][O-:24].[Na+].[C:26]([OH:29])(=[O:28])[CH3:27]. (6) Given the product [Br:12][C:8]1[N:6]2[N:7]=[C:2]([Cl:1])[C:3]([CH3:11])=[CH:4][C:5]2=[N:10][CH:9]=1, predict the reactants needed to synthesize it. The reactants are: [Cl:1][C:2]1[C:3]([CH3:11])=[CH:4][C:5]2[N:6]([CH:8]=[CH:9][N:10]=2)[N:7]=1.[Br:12]Br. (7) Given the product [P:1]([O-:3])([O-:8])([O:13][CH2:14][C@@H:15]1[C@@H:22]([OH:21])[C@@H:18]([OH:19])[C@H:17]([N:25]2[CH:33]=[N:32][C:31]3[C:26]2=[N:27][CH:28]=[N:29][C:30]=3[C:34]2[CH:39]=[CH:38][CH:37]=[C:36]([CH:40]([CH3:41])[CH3:42])[CH:35]=2)[O:16]1)=[O:2].[CH2:17]([NH+:25]([CH2:44][CH3:45])[CH2:26][CH3:31])[CH3:18], predict the reactants needed to synthesize it. The reactants are: [P:1]([O:13][CH2:14][C@@H:15]1[C@@H:22]2[C@@H:18]([O:19]C(C)(C)[O:21]2)[C@H:17]([N:25]2[CH:33]=[N:32][C:31]3[C:26]2=[N:27][CH:28]=[N:29][C:30]=3[C:34]2[CH:39]=[CH:38][CH:37]=[C:36]([CH:40]([CH3:42])[CH3:41])[CH:35]=2)[O:16]1)([O:8]C(C)(C)C)([O:3]C(C)(C)C)=[O:2].F[C:44](F)(F)[C:45](O)=O.O.